From a dataset of NCI-60 drug combinations with 297,098 pairs across 59 cell lines. Regression. Given two drug SMILES strings and cell line genomic features, predict the synergy score measuring deviation from expected non-interaction effect. (1) Drug 1: CC1=C2C(C(=O)C3(C(CC4C(C3C(C(C2(C)C)(CC1OC(=O)C(C(C5=CC=CC=C5)NC(=O)OC(C)(C)C)O)O)OC(=O)C6=CC=CC=C6)(CO4)OC(=O)C)OC)C)OC. Drug 2: CCC1(CC2CC(C3=C(CCN(C2)C1)C4=CC=CC=C4N3)(C5=C(C=C6C(=C5)C78CCN9C7C(C=CC9)(C(C(C8N6C)(C(=O)OC)O)OC(=O)C)CC)OC)C(=O)OC)O.OS(=O)(=O)O. Cell line: HT29. Synergy scores: CSS=55.6, Synergy_ZIP=-0.600, Synergy_Bliss=-1.21, Synergy_Loewe=-0.803, Synergy_HSA=0.879. (2) Drug 1: C1CCC(CC1)NC(=O)N(CCCl)N=O. Drug 2: B(C(CC(C)C)NC(=O)C(CC1=CC=CC=C1)NC(=O)C2=NC=CN=C2)(O)O. Cell line: BT-549. Synergy scores: CSS=17.6, Synergy_ZIP=-7.40, Synergy_Bliss=2.31, Synergy_Loewe=-1.34, Synergy_HSA=1.68. (3) Drug 1: CC1OCC2C(O1)C(C(C(O2)OC3C4COC(=O)C4C(C5=CC6=C(C=C35)OCO6)C7=CC(=C(C(=C7)OC)O)OC)O)O. Drug 2: C1=NC(=NC(=O)N1C2C(C(C(O2)CO)O)O)N. Cell line: SF-295. Synergy scores: CSS=45.4, Synergy_ZIP=-2.58, Synergy_Bliss=-2.55, Synergy_Loewe=-1.84, Synergy_HSA=-0.741. (4) Drug 1: CC1=C(C(CCC1)(C)C)C=CC(=CC=CC(=CC(=O)O)C)C. Drug 2: CC1CCCC2(C(O2)CC(NC(=O)CC(C(C(=O)C(C1O)C)(C)C)O)C(=CC3=CSC(=N3)C)C)C. Cell line: SF-295. Synergy scores: CSS=47.9, Synergy_ZIP=5.45, Synergy_Bliss=3.55, Synergy_Loewe=-36.5, Synergy_HSA=2.09. (5) Drug 1: C1=NC(=NC(=O)N1C2C(C(C(O2)CO)O)O)N. Drug 2: CNC(=O)C1=NC=CC(=C1)OC2=CC=C(C=C2)NC(=O)NC3=CC(=C(C=C3)Cl)C(F)(F)F. Cell line: NCIH23. Synergy scores: CSS=4.62, Synergy_ZIP=-2.42, Synergy_Bliss=-1.91, Synergy_Loewe=-10.4, Synergy_HSA=-3.45. (6) Drug 1: COC1=C(C=C2C(=C1)N=CN=C2NC3=CC(=C(C=C3)F)Cl)OCCCN4CCOCC4. Drug 2: CC1=C2C(C(=O)C3(C(CC4C(C3C(C(C2(C)C)(CC1OC(=O)C(C(C5=CC=CC=C5)NC(=O)C6=CC=CC=C6)O)O)OC(=O)C7=CC=CC=C7)(CO4)OC(=O)C)O)C)OC(=O)C. Cell line: EKVX. Synergy scores: CSS=54.6, Synergy_ZIP=1.25, Synergy_Bliss=2.70, Synergy_Loewe=6.97, Synergy_HSA=7.49.